Dataset: Peptide-MHC class II binding affinity with 134,281 pairs from IEDB. Task: Regression. Given a peptide amino acid sequence and an MHC pseudo amino acid sequence, predict their binding affinity value. This is MHC class II binding data. (1) The peptide sequence is AGCQTYKWETFLTSE. The MHC is DRB1_0405 with pseudo-sequence DRB1_0405. The binding affinity (normalized) is 0.374. (2) The peptide sequence is YDKFLANVSTVLTHK. The MHC is DRB3_0202 with pseudo-sequence DRB3_0202. The binding affinity (normalized) is 0.982.